This data is from Reaction yield outcomes from USPTO patents with 853,638 reactions. The task is: Predict the reaction yield, written as a fraction of the theoretical maximum amount of product (1.0 means a 100% yield; for example, 0.34 means a 34% yield). (1) The reactants are Cl[C:2]1[C:7]([C:8]([F:11])([F:10])[F:9])=[CH:6][C:5]([N+:12]([O-:14])=[O:13])=[CH:4][N:3]=1.[CH3:15][N:16]([CH3:20])[CH2:17][CH2:18][OH:19].[H-].[Na+]. The catalyst is C1COCC1. The product is [CH3:15][N:16]([CH3:20])[CH2:17][CH2:18][O:19][C:2]1[C:7]([C:8]([F:11])([F:10])[F:9])=[CH:6][C:5]([N+:12]([O-:14])=[O:13])=[CH:4][N:3]=1. The yield is 0.780. (2) The reactants are O[C:2]1[N:7]2[N:8]=[CH:9][CH:10]=[C:6]2[N:5]=[CH:4][C:3]=1[C:11]([O:13][CH2:14][CH3:15])=[O:12].[Cl:16][C:17]1[C:23]([Cl:24])=[CH:22][CH:21]=[CH:20][C:18]=1[NH2:19]. No catalyst specified. The product is [Cl:16][C:17]1[C:23]([Cl:24])=[CH:22][CH:21]=[CH:20][C:18]=1[NH:19][C:2]1[N:7]2[N:8]=[CH:9][CH:10]=[C:6]2[N:5]=[CH:4][C:3]=1[C:11]([O:13][CH2:14][CH3:15])=[O:12]. The yield is 0.630. (3) The reactants are [CH:1]1([NH:4][C:5](=[O:43])[NH:6][C:7]2[CH:41]=[CH:40][C:10]([O:11][C:12]3[CH:17]=[CH:16][N:15]=[C:14]4[CH:18]=[C:19]([C:21]5[CH:22]=[N:23][N:24]([CH2:26][CH2:27][N:28]([CH2:36][CH2:37][O:38][CH3:39])C(=O)OC(C)(C)C)[CH:25]=5)[S:20][C:13]=34)=[C:9]([F:42])[CH:8]=2)[CH2:3][CH2:2]1.C(O)(C(F)(F)F)=O. The catalyst is C(Cl)Cl. The product is [CH:1]1([NH:4][C:5]([NH:6][C:7]2[CH:41]=[CH:40][C:10]([O:11][C:12]3[CH:17]=[CH:16][N:15]=[C:14]4[CH:18]=[C:19]([C:21]5[CH:22]=[N:23][N:24]([CH2:26][CH2:27][NH:28][CH2:36][CH2:37][O:38][CH3:39])[CH:25]=5)[S:20][C:13]=34)=[C:9]([F:42])[CH:8]=2)=[O:43])[CH2:3][CH2:2]1. The yield is 0.520.